From a dataset of Catalyst prediction with 721,799 reactions and 888 catalyst types from USPTO. Predict which catalyst facilitates the given reaction. (1) Reactant: [CH3:1][O:2][CH2:3][C@@H:4]([NH:6][C:7]1[C:8]([CH3:25])=[C:9]([CH3:24])[C:10]([C:13]2[C:14]([O:22][CH3:23])=[N:15][C:16]([CH:19]([CH3:21])[CH3:20])=[CH:17][CH:18]=2)=[N:11][CH:12]=1)[CH3:5].C1C(=O)N([Br:33])C(=O)C1.O. Product: [Br:33][C:12]1[N:11]=[C:10]([C:13]2[C:14]([O:22][CH3:23])=[N:15][C:16]([CH:19]([CH3:20])[CH3:21])=[CH:17][CH:18]=2)[C:9]([CH3:24])=[C:8]([CH3:25])[C:7]=1[NH:6][C@@H:4]([CH3:5])[CH2:3][O:2][CH3:1]. The catalyst class is: 22. (2) Reactant: S(Cl)(Cl)=O.COC1C=CC=CC=1CCC(O)=O.C1(CCCC(Cl)=O)C=CC=CC=1.[CH3:30][O:31][C:32]1[CH:33]=[C:34]2[C:39](=[CH:40][C:41]=1[O:42][CH3:43])[N:38]=[CH:37][CH:36]=[C:35]2[O:44][C:45]1[CH:50]=[CH:49][C:48]([NH:51][CH2:52][CH3:53])=[CH:47][CH:46]=1.[CH3:54][O:55][C:56]1[CH:61]=[CH:60][CH:59]=[CH:58][C:57]=1[CH2:62][CH2:63][C:64]([N:66]=[C:67]=[S:68])=[O:65]. Product: [CH3:30][O:31][C:32]1[CH:33]=[C:34]2[C:39](=[CH:40][C:41]=1[O:42][CH3:43])[N:38]=[CH:37][CH:36]=[C:35]2[O:44][C:45]1[CH:50]=[CH:49][C:48]([N:51]([CH2:52][CH3:53])[C:67]([NH:66][C:64](=[O:65])[CH2:63][CH2:62][C:57]2[CH:58]=[CH:59][CH:60]=[CH:61][C:56]=2[O:55][CH3:54])=[S:68])=[CH:47][CH:46]=1. The catalyst class is: 234. (3) Reactant: [S:1]1[CH:5]=[CH:4][C:3]([CH2:6][C:7]#[N:8])=[CH:2]1.[OH-].[Na+].[N:11](OC)=[O:12]. Product: [OH:12][N:11]=[C:6]([C:3]1[CH:4]=[CH:5][S:1][CH:2]=1)[C:7]#[N:8]. The catalyst class is: 5. (4) Reactant: C[O:2][C:3](=[O:29])[C:4]1[CH:9]=[CH:8][CH:7]=[C:6]([S:10][C:11]2[C:19]3[C:14](=[CH:15][C:16]([Br:20])=[CH:17][CH:18]=3)[N:13]([CH2:21][C:22]3[CH:27]=[CH:26][CH:25]=[CH:24][CH:23]=3)[C:12]=2[CH3:28])[CH:5]=1.[Li+].[OH-]. Product: [CH2:21]([N:13]1[C:14]2[C:19](=[CH:18][CH:17]=[C:16]([Br:20])[CH:15]=2)[C:11]([S:10][C:6]2[CH:5]=[C:4]([CH:9]=[CH:8][CH:7]=2)[C:3]([OH:29])=[O:2])=[C:12]1[CH3:28])[C:22]1[CH:23]=[CH:24][CH:25]=[CH:26][CH:27]=1. The catalyst class is: 36. (5) Product: [C:3]([CH2:2][O:48][C:46]1[N:45]([CH2:49][C:50]([OH:52])=[O:51])[N:44]=[C:43]([CH2:42][C@H:22]2[O:23][C@H:24]([C:32]3[CH:37]=[CH:36][CH:35]=[C:34]([O:38][CH3:39])[C:33]=3[O:40][CH3:41])[C:25]3[CH:30]=[C:29]([Cl:31])[CH:28]=[CH:27][C:26]=3[N:20]([CH2:19][C:18]([CH3:56])([CH3:57])[CH2:17][OH:16])[C:21]2=[O:55])[CH:47]=1)([OH:5])=[O:4]. The catalyst class is: 115. Reactant: Br[CH2:2][C:3]([O:5]C)=[O:4].C(=O)([O-])[O-].[K+].[K+].C([O:16][CH2:17][C:18]([CH3:57])([CH3:56])[CH2:19][N:20]1[C:26]2[CH:27]=[CH:28][C:29]([Cl:31])=[CH:30][C:25]=2[C@@H:24]([C:32]2[CH:37]=[CH:36][CH:35]=[C:34]([O:38][CH3:39])[C:33]=2[O:40][CH3:41])[O:23][C@H:22]([CH2:42][C:43]2[CH:47]=[C:46]([OH:48])[N:45]([CH2:49][C:50]([O:52]CC)=[O:51])[N:44]=2)[C:21]1=[O:55])(=O)C. (6) Reactant: [Cl:1][C:2]1[N:7]=[C:6]([N:8]2[CH2:13][CH2:12][O:11][CH2:10][CH2:9]2)[CH:5]=[C:4](I)[CH:3]=1.[C:15]([N:22]1[CH2:27][CH2:26][NH:25][CH2:24][CH2:23]1)([O:17][C:18]([CH3:21])([CH3:20])[CH3:19])=[O:16].CC(C)([O-])C.[Na+]. Product: [Cl:1][C:2]1[CH:3]=[C:4]([N:25]2[CH2:24][CH2:23][N:22]([C:15]([O:17][C:18]([CH3:21])([CH3:20])[CH3:19])=[O:16])[CH2:27][CH2:26]2)[CH:5]=[C:6]([N:8]2[CH2:13][CH2:12][O:11][CH2:10][CH2:9]2)[N:7]=1. The catalyst class is: 62.